This data is from Forward reaction prediction with 1.9M reactions from USPTO patents (1976-2016). The task is: Predict the product of the given reaction. Given the reactants C[Si](C)(C)[N-][Si](C)(C)C.[Li+].[C:11]([O:15][C:16]([NH:18][C@H:19]1[CH2:23][C@@H:22]([C:24]([O:26][CH3:27])=[O:25])[CH:21]=[CH:20]1)=[O:17])([CH3:14])([CH3:13])[CH3:12].I[C@@H:29]1[CH2:33][CH2:32][O:31][CH2:30]1, predict the reaction product. The product is: [C:11]([O:15][C:16]([NH:18][C@H:19]1[CH2:23][C@@:22]([C@H:29]2[CH2:33][CH2:32][O:31][CH2:30]2)([C:24]([O:26][CH3:27])=[O:25])[CH:21]=[CH:20]1)=[O:17])([CH3:14])([CH3:13])[CH3:12].